Dataset: NCI-60 drug combinations with 297,098 pairs across 59 cell lines. Task: Regression. Given two drug SMILES strings and cell line genomic features, predict the synergy score measuring deviation from expected non-interaction effect. (1) Synergy scores: CSS=5.26, Synergy_ZIP=-2.04, Synergy_Bliss=-1.43, Synergy_Loewe=-2.44, Synergy_HSA=-1.49. Drug 2: C1C(C(OC1N2C=NC(=NC2=O)N)CO)O. Cell line: SN12C. Drug 1: CNC(=O)C1=CC=CC=C1SC2=CC3=C(C=C2)C(=NN3)C=CC4=CC=CC=N4. (2) Drug 1: C1=NC2=C(N1)C(=S)N=C(N2)N. Drug 2: CCC1(C2=C(COC1=O)C(=O)N3CC4=CC5=C(C=CC(=C5CN(C)C)O)N=C4C3=C2)O.Cl. Cell line: EKVX. Synergy scores: CSS=13.9, Synergy_ZIP=-11.0, Synergy_Bliss=-7.06, Synergy_Loewe=-6.32, Synergy_HSA=-6.11. (3) Drug 1: CC1C(C(CC(O1)OC2CC(CC3=C2C(=C4C(=C3O)C(=O)C5=C(C4=O)C(=CC=C5)OC)O)(C(=O)C)O)N)O.Cl. Drug 2: CC12CCC3C(C1CCC2O)C(CC4=C3C=CC(=C4)O)CCCCCCCCCS(=O)CCCC(C(F)(F)F)(F)F. Cell line: HOP-62. Synergy scores: CSS=27.4, Synergy_ZIP=-6.53, Synergy_Bliss=3.28, Synergy_Loewe=-17.4, Synergy_HSA=0.290. (4) Drug 1: C1CC(C1)(C(=O)O)C(=O)O.[NH2-].[NH2-].[Pt+2]. Drug 2: CN1C2=C(C=C(C=C2)N(CCCl)CCCl)N=C1CCCC(=O)O.Cl. Cell line: COLO 205. Synergy scores: CSS=4.41, Synergy_ZIP=-1.61, Synergy_Bliss=1.02, Synergy_Loewe=-1.28, Synergy_HSA=0.270.